Dataset: NCI-60 drug combinations with 297,098 pairs across 59 cell lines. Task: Regression. Given two drug SMILES strings and cell line genomic features, predict the synergy score measuring deviation from expected non-interaction effect. (1) Drug 1: CCCCC(=O)OCC(=O)C1(CC(C2=C(C1)C(=C3C(=C2O)C(=O)C4=C(C3=O)C=CC=C4OC)O)OC5CC(C(C(O5)C)O)NC(=O)C(F)(F)F)O. Drug 2: C(CC(=O)O)C(=O)CN.Cl. Cell line: SN12C. Synergy scores: CSS=49.4, Synergy_ZIP=-5.67, Synergy_Bliss=-3.08, Synergy_Loewe=-28.4, Synergy_HSA=-1.12. (2) Drug 1: CC1=C(C(=CC=C1)Cl)NC(=O)C2=CN=C(S2)NC3=CC(=NC(=N3)C)N4CCN(CC4)CCO. Drug 2: C1=CC=C(C(=C1)C(C2=CC=C(C=C2)Cl)C(Cl)Cl)Cl. Cell line: U251. Synergy scores: CSS=-1.04, Synergy_ZIP=1.76, Synergy_Bliss=2.79, Synergy_Loewe=1.18, Synergy_HSA=-2.62. (3) Drug 1: CN1C(=O)N2C=NC(=C2N=N1)C(=O)N. Drug 2: C(CCl)NC(=O)N(CCCl)N=O. Cell line: MDA-MB-435. Synergy scores: CSS=-4.92, Synergy_ZIP=2.08, Synergy_Bliss=1.01, Synergy_Loewe=-7.62, Synergy_HSA=-6.20. (4) Drug 1: COC1=NC(=NC2=C1N=CN2C3C(C(C(O3)CO)O)O)N. Drug 2: CCCCCOC(=O)NC1=NC(=O)N(C=C1F)C2C(C(C(O2)C)O)O. Cell line: OVCAR-8. Synergy scores: CSS=0.977, Synergy_ZIP=5.71, Synergy_Bliss=1.80, Synergy_Loewe=-0.529, Synergy_HSA=-0.0514. (5) Drug 1: CN1C2=C(C=C(C=C2)N(CCCl)CCCl)N=C1CCCC(=O)O.Cl. Drug 2: CC1CCCC2(C(O2)CC(NC(=O)CC(C(C(=O)C(C1O)C)(C)C)O)C(=CC3=CSC(=N3)C)C)C. Cell line: 786-0. Synergy scores: CSS=40.9, Synergy_ZIP=-0.623, Synergy_Bliss=-2.51, Synergy_Loewe=-37.1, Synergy_HSA=-1.47.